Dataset: Reaction yield outcomes from USPTO patents with 853,638 reactions. Task: Predict the reaction yield, written as a fraction of the theoretical maximum amount of product (1.0 means a 100% yield; for example, 0.34 means a 34% yield). (1) The reactants are [CH:1]1([N:4]([CH:30]2[CH2:32][CH2:31]2)[C:5]([C:7]2[N:27]([CH2:28][CH3:29])[C:10]3=[N:11][C:12]([NH:19]/[C:20](/SC)=[CH:21]/[C:22](=O)[CH3:23])=[C:13]4[N:17]=[CH:16][N:15]([CH3:18])[C:14]4=[C:9]3[CH:8]=2)=[O:6])[CH2:3][CH2:2]1.[CH2:33]([N:35](C(OC(C)(C)C)=O)[NH2:36])[CH3:34].C(O)=O. The catalyst is C(O)(=O)C. The product is [CH:1]1([N:4]([CH:30]2[CH2:32][CH2:31]2)[C:5]([C:7]2[N:27]([CH2:28][CH3:29])[C:10]3=[N:11][C:12]([NH:19][C:20]4[CH:21]=[C:22]([CH3:23])[N:35]([CH2:33][CH3:34])[N:36]=4)=[C:13]4[N:17]=[CH:16][N:15]([CH3:18])[C:14]4=[C:9]3[CH:8]=2)=[O:6])[CH2:3][CH2:2]1. The yield is 0.534. (2) The reactants are Br[CH2:2][C:3]([C:5]1[CH:10]=[CH:9][C:8]([O:11][CH2:12][CH2:13][CH2:14][CH2:15][CH2:16][CH2:17][CH3:18])=[CH:7][CH:6]=1)=[O:4].[Br:19][C:20]1[CH:28]=[CH:27][C:23]([C:24]([OH:26])=[O:25])=[CH:22][CH:21]=1.C(O)(=O)CC(CC(O)=O)(C(O)=O)O.CC(=O)OCC. The catalyst is C(#N)C. The product is [Br:19][C:20]1[CH:28]=[CH:27][C:23]([C:24]([O:26][CH2:2][C:3]([C:5]2[CH:10]=[CH:9][C:8]([O:11][CH2:12][CH2:13][CH2:14][CH2:15][CH2:16][CH2:17][CH3:18])=[CH:7][CH:6]=2)=[O:4])=[O:25])=[CH:22][CH:21]=1. The yield is 0.570. (3) The reactants are [Cl:1][C:2]1[CH:9]=[C:6]([CH:7]=O)[C:5]([OH:10])=[CH:4][CH:3]=1.C(OP([CH2:19][C:20]1[CH:25]=[CH:24][CH:23]=[CH:22][C:21]=1[Br:26])(=O)OCC)C.CC(C)([O-])C.[K+].Cl. The catalyst is O1CCCC1.O. The product is [Br:26][C:21]1[CH:22]=[CH:23][CH:24]=[CH:25][C:20]=1/[CH:19]=[CH:7]/[C:6]1[CH:9]=[C:2]([Cl:1])[CH:3]=[CH:4][C:5]=1[OH:10]. The yield is 0.920.